From a dataset of Reaction yield outcomes from USPTO patents with 853,638 reactions. Predict the reaction yield, written as a fraction of the theoretical maximum amount of product (1.0 means a 100% yield; for example, 0.34 means a 34% yield). (1) The reactants are [F:1][C:2]1[CH:3]=[C:4]([CH:7]=[CH:8][C:9]=1[O:10][CH3:11])[CH:5]=O.[C:12]([CH:17]=P(C1C=CC=CC=1)(C1C=CC=CC=1)C1C=CC=CC=1)([O:14][CH2:15][CH3:16])=[O:13]. The catalyst is C1(C)C=CC=CC=1. The product is [F:1][C:2]1[CH:3]=[C:4](/[CH:5]=[CH:17]/[C:12]([O:14][CH2:15][CH3:16])=[O:13])[CH:7]=[CH:8][C:9]=1[O:10][CH3:11]. The yield is 0.876. (2) The reactants are Br[C:2]1[CH:7]=[CH:6][CH:5]=[C:4]([CH2:8][F:9])[N:3]=1.[CH2:10]([OH:14])[CH2:11][C:12]#[CH:13]. No catalyst specified. The product is [F:9][CH2:8][C:4]1[N:3]=[C:2]([C:13]#[C:12][CH2:11][CH2:10][OH:14])[CH:7]=[CH:6][CH:5]=1. The yield is 0.790. (3) The reactants are [NH2:1][C:2]1[CH:3]=[C:4]2[C:20](=[O:21])[NH:19][N:18]=[CH:17][C:6]3=[C:7]([C:11]4[CH:16]=[CH:15][CH:14]=[CH:13][CH:12]=4)[NH:8][C:9]([CH:10]=1)=[C:5]23.[CH3:22][C:23]1[C:31]([CH3:32])=[CH:30][CH:29]=[CH:28][C:24]=1[C:25](O)=[O:26].C(N(CC)CC)C.F[P-](F)(F)(F)(F)F.N1(OC(N(C)C)=[N+](C)C)C2N=CC=CC=2N=N1. The catalyst is C(Cl)Cl.CN(C)C=O. The product is [CH3:22][C:23]1[C:31]([CH3:32])=[CH:30][CH:29]=[CH:28][C:24]=1[C:25]([NH:1][C:2]1[CH:3]=[C:4]2[C:20](=[O:21])[NH:19][N:18]=[CH:17][C:6]3=[C:7]([C:11]4[CH:12]=[CH:13][CH:14]=[CH:15][CH:16]=4)[NH:8][C:9]([CH:10]=1)=[C:5]23)=[O:26]. The yield is 0.580. (4) The reactants are [CH3:1][O:2][C:3]1[CH:35]=[CH:34][C:6]([O:7][C:8]2[CH:33]=[CH:32][C:11]([CH2:12][NH:13][C:14]([C:16]3([NH:19][C:20]([C:22]4[CH:23]=[N:24][C:25](S(C)(=O)=O)=[N:26][CH:27]=4)=[O:21])[CH2:18][CH2:17]3)=[O:15])=[CH:10][CH:9]=2)=[C:5]([C:36]([F:39])([F:38])[F:37])[CH:4]=1.[C-:40]#[N:41].[K+].N. The catalyst is CN(C=O)C. The product is [CH3:1][O:2][C:3]1[CH:35]=[CH:34][C:6]([O:7][C:8]2[CH:33]=[CH:32][C:11]([CH2:12][NH:13][C:14]([C:16]3([NH:19][C:20]([C:22]4[CH:23]=[N:24][C:25]([C:40]#[N:41])=[N:26][CH:27]=4)=[O:21])[CH2:18][CH2:17]3)=[O:15])=[CH:10][CH:9]=2)=[C:5]([C:36]([F:39])([F:38])[F:37])[CH:4]=1. The yield is 0.510. (5) The product is [CH2:1]([O:3][C:4](=[O:20])[CH:5]([N:6]=[C:7]([C:14]1[CH:19]=[CH:18][CH:17]=[CH:16][CH:15]=1)[C:8]1[CH:9]=[CH:10][CH:11]=[CH:12][CH:13]=1)[CH2:28][C:29]1[CH:34]=[CH:33][C:32]([Cl:35])=[CH:31][C:30]=1[CH3:36])[CH3:2]. The yield is 0.500. The catalyst is CS(C)=O.C(OCC)(=O)C. The reactants are [CH2:1]([O:3][C:4](=[O:20])[CH2:5][N:6]=[C:7]([C:14]1[CH:19]=[CH:18][CH:17]=[CH:16][CH:15]=1)[C:8]1[CH:13]=[CH:12][CH:11]=[CH:10][CH:9]=1)[CH3:2].CC(C)([O-])C.[K+].Br[CH2:28][C:29]1[CH:34]=[CH:33][C:32]([Cl:35])=[CH:31][C:30]=1[CH3:36].